This data is from Forward reaction prediction with 1.9M reactions from USPTO patents (1976-2016). The task is: Predict the product of the given reaction. (1) Given the reactants [NH2:1][CH2:2][C@H:3]1[N:10]([C:11]([C:13]2[N:14]=[C:15]([CH3:25])[S:16][C:17]=2[C:18]2[CH:19]=[C:20]([CH3:24])[CH:21]=[CH:22][CH:23]=2)=[O:12])[CH2:9][C@H:8]2[C@@H:4]1[CH2:5][CH:6]([CH3:26])[CH2:7]2.[O:27]1[C:31]2=[CH:32][CH:33]=[CH:34][C:35]([C:36](O)=[O:37])=[C:30]2[CH:29]=[CH:28]1, predict the reaction product. The product is: [CH3:26][CH:6]1[CH2:5][C@H:4]2[C@H:8]([CH2:9][N:10]([C:11]([C:13]3[N:14]=[C:15]([CH3:25])[S:16][C:17]=3[C:18]3[CH:19]=[C:20]([CH3:24])[CH:21]=[CH:22][CH:23]=3)=[O:12])[C@@H:3]2[CH2:2][NH:1][C:36]([C:35]2[CH:34]=[CH:33][CH:32]=[C:31]3[O:27][CH:28]=[CH:29][C:30]=23)=[O:37])[CH2:7]1. (2) Given the reactants [C:1]([C:5]1[CH:24]=[CH:23][C:8]([C:9]([NH:11][C:12]2[CH:18]=[C:17]([NH:19][C:20](=[O:22])[CH3:21])[CH:16]=[CH:15][C:13]=2[NH2:14])=[O:10])=[CH:7][CH:6]=1)([CH3:4])([CH3:3])[CH3:2].[NH:25]1[C:33]2[C:28](=[CH:29][CH:30]=[C:31]([C:34](O)=[O:35])[CH:32]=2)[CH:27]=[CH:26]1.F[P-](F)(F)(F)(F)F.Br[P+](N1CCCC1)(N1CCCC1)N1CCCC1.C(N(CC)C(C)C)(C)C, predict the reaction product. The product is: [C:20]([NH:19][C:17]1[CH:18]=[C:12]([NH:11][C:9](=[O:10])[C:8]2[CH:23]=[CH:24][C:5]([C:1]([CH3:4])([CH3:2])[CH3:3])=[CH:6][CH:7]=2)[C:13]([NH:14][C:34]([C:31]2[CH:32]=[C:33]3[C:28]([CH:27]=[CH:26][NH:25]3)=[CH:29][CH:30]=2)=[O:35])=[CH:15][CH:16]=1)(=[O:22])[CH3:21].